This data is from Catalyst prediction with 721,799 reactions and 888 catalyst types from USPTO. The task is: Predict which catalyst facilitates the given reaction. (1) Reactant: [Cl:1][C:2]1[CH:3]=[CH:4][C:5]2[O:9][C:8]([CH:10]([NH:15][C:16]3[CH:21]=[CH:20][C:19]([C:22]([NH:24][CH2:25][CH2:26][C:27]([O:29]CC)=[O:28])=[O:23])=[CH:18][CH:17]=3)[CH2:11][CH:12]([CH3:14])[CH3:13])=[C:7]([CH3:32])[C:6]=2[CH:33]=1.O1CCCC1.[OH-].[Na+]. Product: [Cl:1][C:2]1[CH:3]=[CH:4][C:5]2[O:9][C:8]([C@@H:10]([NH:15][C:16]3[CH:21]=[CH:20][C:19]([C:22]([NH:24][CH2:25][CH2:26][C:27]([OH:29])=[O:28])=[O:23])=[CH:18][CH:17]=3)[CH2:11][CH:12]([CH3:14])[CH3:13])=[C:7]([CH3:32])[C:6]=2[CH:33]=1. The catalyst class is: 8. (2) Reactant: [Cl:1][C:2]1[CH:7]=[CH:6][CH:5]=[C:4]([Cl:8])[C:3]=1[NH:9][C:10]([NH:12][C:13]1[S:14][C:15]([CH:25]([CH3:27])[CH3:26])=[CH:16][C:17]=1[C:18]([O:20]C(C)(C)C)=[O:19])=[O:11].C(O)(C(F)(F)F)=O. Product: [Cl:1][C:2]1[CH:7]=[CH:6][CH:5]=[C:4]([Cl:8])[C:3]=1[NH:9][C:10]([NH:12][C:13]1[S:14][C:15]([CH:25]([CH3:27])[CH3:26])=[CH:16][C:17]=1[C:18]([OH:20])=[O:19])=[O:11]. The catalyst class is: 22. (3) Reactant: [CH2:1]([Mg]Br)[CH2:2][CH2:3][CH2:4][CH2:5][CH3:6].[Br:9][C:10]1[CH:17]=[CH:16][C:13]([CH:14]=[O:15])=[CH:12][CH:11]=1.Cl. Product: [Br:9][C:10]1[CH:17]=[CH:16][C:13]([CH:14]([OH:15])[CH2:1][CH2:2][CH2:3][CH2:4][CH2:5][CH3:6])=[CH:12][CH:11]=1. The catalyst class is: 1. (4) The catalyst class is: 93. Reactant: Cl.[CH3:2][NH2:3].C[Al](C)C.C[O:9][C:10](=O)[CH2:11][S:12][C:13]1[CH:18]=[CH:17][CH:16]=[C:15]([CH:19]([C:28]2[S:29][C:30]3[CH:36]=[CH:35][CH:34]=[CH:33][C:31]=3[N:32]=2)[O:20][CH:21]2[CH2:26][CH2:25][N:24]([CH3:27])[CH2:23][CH2:22]2)[CH:14]=1.[OH-].[Na+]. Product: [S:29]1[C:30]2[CH:36]=[CH:35][CH:34]=[CH:33][C:31]=2[N:32]=[C:28]1[CH:19]([O:20][CH:21]1[CH2:26][CH2:25][N:24]([CH3:27])[CH2:23][CH2:22]1)[C:15]1[CH:14]=[C:13]([S:12][CH2:11][C:10]([NH:3][CH3:2])=[O:9])[CH:18]=[CH:17][CH:16]=1. (5) Reactant: [H-].C([Al+]CC(C)C)C(C)C.[O:11]1[CH2:16][CH2:15][N:14]([CH2:17][C:18]2[CH:25]=[CH:24][C:21]([C:22]#N)=[CH:20][CH:19]=2)[CH2:13][CH2:12]1.Cl.C(=O)(O)[O-:28].[Na+]. Product: [O:11]1[CH2:16][CH2:15][N:14]([CH2:17][C:18]2[CH:25]=[CH:24][C:21]([CH:22]=[O:28])=[CH:20][CH:19]=2)[CH2:13][CH2:12]1. The catalyst class is: 92. (6) Reactant: Cl.C([O:9][C:10]1[CH:15]=[CH:14][C:13]([Cl:16])=[CH:12][C:11]=1[C:17]1[CH:21]=[CH:20][N:19]([CH:22]([O:36][CH2:37][CH3:38])[C:23]([NH:25][CH2:26][C:27]2[CH:32]=[CH:31][C:30]([C:33](=[NH:35])[NH2:34])=[CH:29][CH:28]=2)=[O:24])[N:18]=1)C1C=CC=CC=1. Product: [ClH:16].[C:33]([C:30]1[CH:29]=[CH:28][C:27]([CH2:26][NH:25][C:23](=[O:24])[CH:22]([N:19]2[CH:20]=[CH:21][C:17]([C:11]3[CH:12]=[C:13]([Cl:16])[CH:14]=[CH:15][C:10]=3[OH:9])=[N:18]2)[O:36][CH2:37][CH3:38])=[CH:32][CH:31]=1)(=[NH:34])[NH2:35]. The catalyst class is: 29. (7) Reactant: [O:1]1[CH2:6][CH2:5][CH:4]([CH2:7][NH2:8])[CH2:3][CH2:2]1.[CH2:9]([O:16][C:17]1[CH:26]=[C:25]2[C:20]([C:21](Cl)=[C:22]([N+:27]([O-:29])=[O:28])[CH:23]=[N:24]2)=[CH:19][CH:18]=1)[C:10]1[CH:15]=[CH:14][CH:13]=[CH:12][CH:11]=1.C(N(CC)CC)C.O. Product: [CH2:9]([O:16][C:17]1[CH:26]=[C:25]2[C:20]([C:21]([NH:8][CH2:7][CH:4]3[CH2:5][CH2:6][O:1][CH2:2][CH2:3]3)=[C:22]([N+:27]([O-:29])=[O:28])[CH:23]=[N:24]2)=[CH:19][CH:18]=1)[C:10]1[CH:11]=[CH:12][CH:13]=[CH:14][CH:15]=1. The catalyst class is: 9. (8) Product: [CH3:27][O:2][C:1]([C:4]1[CH:5]=[C:6]([CH:24]=[CH:25][CH:26]=1)[O:7][C:8]1[C:13]([O:14][CH2:15][CH2:16][CH2:17][C:18]2[CH:19]=[CH:20][N:21]=[CH:22][CH:23]=2)=[CH:12][CH:11]=[CH:10][N:9]=1)=[O:3]. The catalyst class is: 2. Reactant: [C:1]([C:4]1[CH:5]=[C:6]([CH:24]=[CH:25][CH:26]=1)[O:7][C:8]1[C:13]([O:14][CH2:15][CH2:16][CH2:17][C:18]2[CH:23]=[CH:22][N:21]=[CH:20][CH:19]=2)=[CH:12][CH:11]=[CH:10][N:9]=1)([OH:3])=[O:2].[CH2:27](N=C=NCCCN(C)C)C.Cl.CO.C(OCC)(=O)C. (9) Reactant: C(N(CC)CC)C.[CH:8]([C:10]1[C:18]2[C:13](=[CH:14][CH:15]=[CH:16][CH:17]=2)[N:12](C(OC(C)(C)C)=O)[CH:11]=1)=[O:9].[CH3:26][O:27][C:28]1[CH:29]=[C:30]([CH:39]=[CH:40][CH:41]=1)[N:31]=[CH:32][C:33]1[CH:37]=[C:36]([CH3:38])[O:35][N:34]=1. Product: [NH:12]1[C:13]2[C:18](=[CH:17][CH:16]=[CH:15][CH:14]=2)[C:10]([C:8](=[O:9])[CH:32]([NH:31][C:30]2[CH:39]=[CH:40][CH:41]=[C:28]([O:27][CH3:26])[CH:29]=2)[C:33]2[CH:37]=[C:36]([CH3:38])[O:35][N:34]=2)=[CH:11]1. The catalyst class is: 433.